This data is from Retrosynthesis with 50K atom-mapped reactions and 10 reaction types from USPTO. The task is: Predict the reactants needed to synthesize the given product. Given the product C/C=C\c1cc2c(c(C(F)(F)F)c1)C(=O)N1CCN(C(=O)OC(C)(C)C)C[C@@H]21, predict the reactants needed to synthesize it. The reactants are: C/C=C\B(O)O.CC(C)(C)OC(=O)N1CCN2C(=O)c3c(cc(Br)cc3C(F)(F)F)[C@@H]2C1.